From a dataset of Catalyst prediction with 721,799 reactions and 888 catalyst types from USPTO. Predict which catalyst facilitates the given reaction. (1) Reactant: Cl.Cl.[Cl:3][CH2:4][CH2:5][N:6]1[CH2:11][CH2:10][NH:9][CH2:8][CH2:7]1.C(N(CC)CC)C.[CH3:19][S:20](Cl)(=[O:22])=[O:21]. Product: [Cl:3][CH2:4][CH2:5][N:6]1[CH2:11][CH2:10][N:9]([S:20]([CH3:19])(=[O:22])=[O:21])[CH2:8][CH2:7]1. The catalyst class is: 26. (2) Reactant: [C:1]([NH:4][C:5]1[CH:10]=[CH:9][C:8]([S:11](F)(=[O:13])=[O:12])=[CH:7][C:6]=1[F:15])(=[O:3])[CH3:2].[NH:16]1[CH2:21][CH2:20][NH:19][CH2:18][CH2:17]1.[CH2:22](N(CC)CC)C. Product: [F:15][C:6]1[CH:7]=[C:8]([S:11]([N:16]2[CH2:21][CH2:20][N:19]([CH3:22])[CH2:18][CH2:17]2)(=[O:13])=[O:12])[CH:9]=[CH:10][C:5]=1[NH:4][C:1](=[O:3])[CH3:2]. The catalyst class is: 7. (3) Reactant: [Cl:1][C:2]1[N:10]=[CH:9][C:8]([Cl:11])=[CH:7][C:3]=1[C:4]([OH:6])=[O:5].[C:12](Cl)(=O)C(Cl)=O.CO. Product: [Cl:1][C:2]1[N:10]=[CH:9][C:8]([Cl:11])=[CH:7][C:3]=1[C:4]([O:6][CH3:12])=[O:5]. The catalyst class is: 120. (4) Reactant: [F:1][C:2]1[C:3]([N:9]=CN(C)C)=[N:4][C:5]([OH:8])=[N:6][CH:7]=1.[CH:14]1([N:19]=[C:20]=[O:21])[CH2:18][CH2:17][CH2:16][CH2:15]1. Product: [NH2:9][C:3]1[C:2]([F:1])=[CH:7][N:6]([C:20]([NH:19][CH:14]2[CH2:18][CH2:17][CH2:16][CH2:15]2)=[O:21])[C:5](=[O:8])[N:4]=1. The catalyst class is: 2. (5) Reactant: [Cl:1][C:2]1[C:10]([NH:11][S:12]([CH2:15][CH2:16][CH3:17])(=[O:14])=[O:13])=[CH:9][CH:8]=[C:7]([F:18])[C:3]=1C(O)=O.C([N:21]([CH2:24]C)CC)C.[CH3:26][O:27][C:28]1[C:36]2[C:31](=[N:32][CH:33]=[N:34][C:35]=2[NH2:37])[NH:30][N:29]=1.C1C[O:41]CC1. Product: [Cl:1][C:2]1[C:3]([NH:21][C:24]([NH:37][C:35]2[N:34]=[CH:33][N:32]=[C:31]3[NH:30][N:29]=[C:28]([O:27][CH3:26])[C:36]=23)=[O:41])=[C:7]([F:18])[CH:8]=[CH:9][C:10]=1[NH:11][S:12]([CH2:15][CH2:16][CH3:17])(=[O:13])=[O:14]. The catalyst class is: 6. (6) Reactant: [Cl:1][C:2]1[CH:3]=[C:4]([CH2:9][CH2:10][CH2:11][C:12]2[O:16][N:15]=[C:14]([C:17]([O:19]CC)=[O:18])[CH:13]=2)[CH:5]=[CH:6][C:7]=1[Cl:8].[OH-].[K+].O. Product: [Cl:1][C:2]1[CH:3]=[C:4]([CH2:9][CH2:10][CH2:11][C:12]2[O:16][N:15]=[C:14]([C:17]([OH:19])=[O:18])[CH:13]=2)[CH:5]=[CH:6][C:7]=1[Cl:8]. The catalyst class is: 8. (7) The catalyst class is: 610. Reactant: [Br:1][C:2]1[CH:8]=[CH:7][C:5]([NH2:6])=[C:4]([F:9])[CH:3]=1.[N+]([C:13]1[CH:18]=CC=C[CH:14]=1)([O-])=O.S(=O)(=O)(O)O. Product: [Br:1][C:2]1[CH:8]=[C:7]2[C:5](=[C:4]([F:9])[CH:3]=1)[N:6]=[CH:18][CH:13]=[CH:14]2.